Dataset: Full USPTO retrosynthesis dataset with 1.9M reactions from patents (1976-2016). Task: Predict the reactants needed to synthesize the given product. (1) Given the product [CH2:1]([C:13]1[CH:19]=[C:18]2[C:16](=[CH:15][C:14]=1[OH:20])[O:17][C:21](=[O:24])[CH2:22][CH2:23]2)[CH2:2][CH2:3][CH2:4][CH2:5][CH2:6][CH2:7][CH2:8][CH2:9][CH2:10][CH2:11][CH3:12], predict the reactants needed to synthesize it. The reactants are: [CH2:1]([C:13]1[CH:19]=[CH:18][C:16]([OH:17])=[CH:15][C:14]=1[OH:20])[CH2:2][CH2:3][CH2:4][CH2:5][CH2:6][CH2:7][CH2:8][CH2:9][CH2:10][CH2:11][CH3:12].[C:21](O)(=[O:24])[CH:22]=[CH2:23]. (2) Given the product [F:49][C:48]([F:51])([F:50])[C:46]([OH:52])=[O:47].[NH2:35][CH2:34][CH2:33][CH2:32][O:31][CH2:30][CH2:29][O:28][CH2:27][CH2:26][O:25][CH2:24][CH2:23][CH2:22][NH:21][C:20](=[O:43])[CH2:19][O:18][C:14]1[CH:13]=[CH:12][CH:11]=[C:10]2[C:15]=1[C:16](=[O:17])[N:8]([CH:7]1[CH2:6][CH2:5][C:4](=[O:45])[NH:3][C:2]1=[O:1])[C:9]2=[O:44], predict the reactants needed to synthesize it. The reactants are: [O:1]=[C:2]1[CH:7]([N:8]2[C:16](=[O:17])[C:15]3[C:10](=[CH:11][CH:12]=[CH:13][C:14]=3[O:18][CH2:19][C:20](=[O:43])[NH:21][CH2:22][CH2:23][CH2:24][O:25][CH2:26][CH2:27][O:28][CH2:29][CH2:30][O:31][CH2:32][CH2:33][CH2:34][NH:35]C(=O)OC(C)(C)C)[C:9]2=[O:44])[CH2:6][CH2:5][C:4](=[O:45])[NH:3]1.[C:46]([OH:52])([C:48]([F:51])([F:50])[F:49])=[O:47]. (3) Given the product [CH3:22][C@@H:10]1[N:9]([CH:6]2[CH2:5][CH2:4][CH:3]([CH2:2][O:1][S:31]([CH3:30])(=[O:33])=[O:32])[CH2:8][CH2:7]2)[CH2:14][CH2:13][N:12]([C:15]([O:17][C:18]([CH3:21])([CH3:20])[CH3:19])=[O:16])[CH2:11]1, predict the reactants needed to synthesize it. The reactants are: [OH:1][CH2:2][CH:3]1[CH2:8][CH2:7][CH:6]([N:9]2[CH2:14][CH2:13][N:12]([C:15]([O:17][C:18]([CH3:21])([CH3:20])[CH3:19])=[O:16])[CH2:11][C@@H:10]2[CH3:22])[CH2:5][CH2:4]1.C(N(CC)CC)C.[CH3:30][S:31](Cl)(=[O:33])=[O:32]. (4) Given the product [Br:1][C:2]1[CH:3]=[C:4]2[C:8](=[CH:9][CH:10]=1)[CH2:7][CH:6]=[CH:5]2, predict the reactants needed to synthesize it. The reactants are: [Br:1][C:2]1[CH:3]=[C:4]2[C:8](=[CH:9][CH:10]=1)[CH:7](O)[CH2:6][CH2:5]2.O.C1(C)C=CC(S(O)(=O)=O)=CC=1. (5) Given the product [CH:14]1([C:12]([C:6]2[CH:7]=[N:8][C:9]3[C:4]([C:5]=2[NH:17][C:18]2[CH:19]=[CH:20][C:21]([N:24]4[CH2:29][CH2:28][CH2:27][C@H:26]([NH:30][C:31](=[O:37])[O:32][C:33]([CH3:35])([CH3:36])[CH3:34])[CH2:25]4)=[N:22][CH:23]=2)=[N:3][C:2]([C:43]2[CH:42]=[C:41]([F:54])[C:40]([OH:55])=[C:39]([Cl:38])[CH:44]=2)=[CH:11][CH:10]=3)=[O:13])[CH2:15][CH2:16]1, predict the reactants needed to synthesize it. The reactants are: Cl[C:2]1[N:3]=[C:4]2[C:9](=[CH:10][CH:11]=1)[N:8]=[CH:7][C:6]([C:12]([CH:14]1[CH2:16][CH2:15]1)=[O:13])=[C:5]2[NH:17][C:18]1[CH:19]=[CH:20][C:21]([N:24]2[CH2:29][CH2:28][CH2:27][C@H:26]([NH:30][C:31](=[O:37])[O:32][C:33]([CH3:36])([CH3:35])[CH3:34])[CH2:25]2)=[N:22][CH:23]=1.[Cl:38][C:39]1[CH:44]=[C:43](B2OC(C)(C)C(C)(C)O2)[CH:42]=[C:41]([F:54])[C:40]=1[OH:55]. (6) Given the product [CH2:27]([O:26][C:24](=[O:25])[CH2:23][O:15][C:7]1[CH:8]=[C:9]([O:13][CH3:14])[C:10]([CH3:12])=[CH:11][C:6]=1[CH:2]([OH:1])[CH:3]([CH3:5])[CH3:4])[CH3:28], predict the reactants needed to synthesize it. The reactants are: [OH:1][CH:2]([C:6]1[CH:11]=[C:10]([CH3:12])[C:9]([O:13][CH3:14])=[CH:8][C:7]=1[OH:15])[CH:3]([CH3:5])[CH3:4].C([O-])([O-])=O.[Cs+].[Cs+].Br[CH2:23][C:24]([O:26][CH2:27][CH3:28])=[O:25].